Predict the product of the given reaction. From a dataset of Forward reaction prediction with 1.9M reactions from USPTO patents (1976-2016). The product is: [O:9]=[S:8]1(=[O:10])[C:3]2[C:2](=[CH:7][CH:6]=[CH:5][N:4]=2)[NH:1][C:17]([CH2:16][C:15]([OH:20])=[O:14])=[N:11]1.[CH2:12]([O:14][C:15](=[O:20])[CH2:16][C:17]1[NH:1][C:2]2[C:3](=[N:4][CH:5]=[CH:6][CH:7]=2)[S:8](=[O:10])(=[O:9])[N:11]=1)[CH3:13]. Given the reactants [NH2:1][C:2]1[C:3]([S:8]([NH2:11])(=[O:10])=[O:9])=[N:4][CH:5]=[CH:6][CH:7]=1.[CH2:12]([O:14][C:15](=[O:20])[CH2:16][C:17](Cl)=O)[CH3:13], predict the reaction product.